This data is from Retrosynthesis with 50K atom-mapped reactions and 10 reaction types from USPTO. The task is: Predict the reactants needed to synthesize the given product. (1) Given the product CC(C)(C)c1cn(C[C@H]2CCCO2)/c(=N/C(=O)c2cc(C(F)(F)F)ccc2O[C@@H]2CCNC2)-s1, predict the reactants needed to synthesize it. The reactants are: CC(C)(C)OC(=O)N1CC[C@@H](Oc2ccc(C(F)(F)F)cc2C(=O)/N=c2/n(C[C@H]3CCCO3)cc(C(C)(C)C)s-2)C1. (2) Given the product CC(C)(C)OC(=O)N1[C@H](C(=O)N[C@H](C(=O)O)C23CC(C(F)(F)F)(C2)C3)C[C@H]2C[C@H]21, predict the reactants needed to synthesize it. The reactants are: CC(C)(C)OC(=O)N1[C@H](C(=O)O)C[C@H]2C[C@H]21.N[C@H](C(=O)O)C12CC(C(F)(F)F)(C1)C2. (3) The reactants are: CC(C)(C)OC(=O)N1CCCC(Nc2ncc(C#N)c3sc(Br)cc23)C1.CCCC[Sn](CCCC)(CCCC)c1ccncc1. Given the product CC(C)(C)OC(=O)N1CCCC(Nc2ncc(C#N)c3sc(-c4ccncc4)cc23)C1, predict the reactants needed to synthesize it. (4) The reactants are: CCC1NCCc2ccccc21.O=C(O)c1cc2ncc(Cl)cn2n1. Given the product CCC1c2ccccc2CCN1C(=O)c1cc2ncc(Cl)cn2n1, predict the reactants needed to synthesize it. (5) Given the product CCc1nc(N)nc(N)c1-c1ccc2c(c1)c(CC)cn2Cc1ccc(S(C)(=O)=O)cc1, predict the reactants needed to synthesize it. The reactants are: CCc1nc(N)nc(N)c1-c1ccc2[nH]cc(CC)c2c1.CS(=O)(=O)c1ccc(CBr)cc1. (6) Given the product Brc1cccc(C2CCCN2)c1, predict the reactants needed to synthesize it. The reactants are: Brc1cccc(C2=NCCC2)c1. (7) Given the product Cc1ccc(S(=O)(=O)N2[C@@H](CCCCn3ccnc3)CC[C@H]2c2ccc(F)cc2)cc1, predict the reactants needed to synthesize it. The reactants are: Cc1ccc(S(=O)(=O)N2[C@@H](CCCCCl)CC[C@H]2c2ccc(F)cc2)cc1.c1c[nH]cn1. (8) Given the product COC(=O)c1cc(C)c(-c2ccc(OC)nc2)c(C)c1, predict the reactants needed to synthesize it. The reactants are: COC(=O)c1cc(C)c(B2OC(C)(C)C(C)(C)O2)c(C)c1.COc1ccc(Br)cn1. (9) Given the product Cc1cc2c(cc1N)N(C)C(=O)CC2, predict the reactants needed to synthesize it. The reactants are: CN1C(=O)CCc2cc(Br)c(N)cc21.O=C([O-])[O-].